From a dataset of Full USPTO retrosynthesis dataset with 1.9M reactions from patents (1976-2016). Predict the reactants needed to synthesize the given product. (1) Given the product [C:15]([C:12]1[CH:13]=[CH:14][C:9]([C@@H:8]2[C:3]([C:1]#[N:2])=[C:4]([CH3:36])[N:5]([C:26]3[CH:31]=[CH:30][CH:29]=[C:28]([C:32]([F:33])([F:34])[F:35])[CH:27]=3)[C:6](=[O:25])[N:7]2[CH2:21][C:22](=[O:23])[N:66]2[CH2:65][CH2:64][NH:63][C:62](=[O:61])[CH2:67]2)=[C:10]([S:17]([CH3:20])(=[O:18])=[O:19])[CH:11]=1)#[N:16], predict the reactants needed to synthesize it. The reactants are: [C:1]([C:3]1[C@@H:8]([C:9]2[CH:14]=[CH:13][C:12]([C:15]#[N:16])=[CH:11][C:10]=2[S:17]([CH3:20])(=[O:19])=[O:18])[N:7]([CH2:21][C:22](O)=[O:23])[C:6](=[O:25])[N:5]([C:26]2[CH:31]=[CH:30][CH:29]=[C:28]([C:32]([F:35])([F:34])[F:33])[CH:27]=2)[C:4]=1[CH3:36])#[N:2].CN(C(ON1N=NC2C=CC=NC1=2)=[N+](C)C)C.F[P-](F)(F)(F)(F)F.[O:61]=[C:62]1[CH2:67][NH:66][CH2:65][CH2:64][NH:63]1.C(N(CC)C(C)C)(C)C. (2) Given the product [CH2:50]([O:49][C:47]([C:44]1[C:45]([CH3:46])=[C:40]([N:37]2[CH2:38][CH2:39][N:34]([C:32]([O:31][C:27]([CH3:30])([CH3:29])[CH3:28])=[O:33])[CH2:35][CH2:36]2)[N:41]=[C:42]([C:64]2[CH:63]=[CH:62][N:61]=[C:60]([NH:59][CH:53]3[CH2:58][CH2:57][CH2:56][CH2:55][CH2:54]3)[CH:65]=2)[CH:43]=1)=[O:48])[CH3:51], predict the reactants needed to synthesize it. The reactants are: C(OC(N1CCN(C2C=C(C(OCC)=O)C(C)=C(Cl)N=2)CC1)=O)(C)(C)C.[C:27]([O:31][C:32]([N:34]1[CH2:39][CH2:38][N:37]([C:40]2[C:45]([CH3:46])=[C:44]([C:47]([O:49][CH2:50][CH3:51])=[O:48])[CH:43]=[C:42](Cl)[N:41]=2)[CH2:36][CH2:35]1)=[O:33])([CH3:30])([CH3:29])[CH3:28].[CH:53]1([NH:59][C:60]2[CH:65]=[C:64]([Sn](C)(C)C)[CH:63]=[CH:62][N:61]=2)[CH2:58][CH2:57][CH2:56][CH2:55][CH2:54]1. (3) Given the product [C:8]([C:29]1[C:6]([CH3:7])=[N:5][N:48]([CH:43]2[CH2:42][CH2:47][CH2:46][CH2:45][CH2:44]2)[C:28]=1[NH:25][C:16]([CH:12]1[CH2:13][CH2:14][CH2:15][N:10]([C:8](=[O:9])[C:7]2[CH:19]=[CH:20][CH:21]=[CH:22][C:6]=2[NH:5][S:2]([CH3:1])(=[O:3])=[O:4])[CH2:11]1)=[O:18])(=[O:9])[NH2:10], predict the reactants needed to synthesize it. The reactants are: [CH3:1][S:2]([NH:5][C:6]1[CH:22]=[CH:21][CH:20]=[CH:19][C:7]=1[C:8]([N:10]1[CH2:15][CH2:14][CH2:13][CH:12]([C:16]([OH:18])=O)[CH2:11]1)=[O:9])(=[O:4])=[O:3].C([N:25]([CH2:28][CH3:29])CC)C.C(OC(C1CCCN(C(=O)[C:42]2[CH:47]=[CH:46][CH:45]=[CH:44][C:43]=2[NH:48]S(C)(=O)=O)C1)=O)C. (4) Given the product [C:34]([O:33][C@H:20]1[C@@H:19]([O:42][C:43](=[O:44])[C:45]2[CH:50]=[CH:49][CH:48]=[CH:47][CH:46]=2)[C@H:18]([N:11]2[CH:10]=[CH:9][CH:8]=[N:7][C:6]2=[O:5])[O:22][C@@H:21]1[CH2:23][O:24][C:25](=[O:26])[C:27]1[CH:28]=[CH:29][CH:30]=[CH:31][CH:32]=1)(=[O:35])[C:36]1[CH:41]=[CH:40][CH:39]=[CH:38][CH:37]=1, predict the reactants needed to synthesize it. The reactants are: C[Si](C)(C)CC[O:5][C:6]1[N:11]=[CH:10][CH:9]=[CH:8][N:7]=1.CC(O[C@@H:18]1[O:22][C@H:21]([CH2:23][O:24][C:25]([C:27]2[CH:32]=[CH:31][CH:30]=[CH:29][CH:28]=2)=[O:26])[C@@H:20]([O:33][C:34]([C:36]2[CH:41]=[CH:40][CH:39]=[CH:38][CH:37]=2)=[O:35])[C@H:19]1[O:42][C:43]([C:45]1[CH:50]=[CH:49][CH:48]=[CH:47][CH:46]=1)=[O:44])=O.[Si](OS(C(F)(F)F)(=O)=O)(C)(C)C. (5) Given the product [CH3:53][O:54][C:55]1[CH:56]=[C:57]([CH:61]=[C:62]([O:66][CH3:67])[C:63]=1[O:64][CH3:65])[C:58]([N:41]1[CH2:42][CH2:43][C@@:39]([C:34]2[CH:35]=[CH:36][C:37]([Cl:38])=[C:32]([Cl:31])[CH:33]=2)([CH2:44][CH2:45][O:46][S:76]([CH3:75])(=[O:78])=[O:77])[CH2:40]1)=[O:59], predict the reactants needed to synthesize it. The reactants are: C([C@](C(O)=O)(O)[C@](C(=O)C1C=CC(OC)=CC=1)(O)C(O)=O)(=O)C1C=CC(OC)=CC=1.[Cl:31][C:32]1[CH:33]=[C:34]([C@@:39]2([CH2:44][CH2:45][OH:46])[CH2:43][CH2:42][NH:41][CH2:40]2)[CH:35]=[CH:36][C:37]=1[Cl:38].C(=O)([O-])[O-].[K+].[K+].[CH3:53][O:54][C:55]1[CH:56]=[C:57]([CH:61]=[C:62]([O:66][CH3:67])[C:63]=1[O:64][CH3:65])[C:58](Cl)=[O:59].CN1CCOCC1.[CH3:75][S:76](Cl)(=[O:78])=[O:77].